This data is from Full USPTO retrosynthesis dataset with 1.9M reactions from patents (1976-2016). The task is: Predict the reactants needed to synthesize the given product. (1) Given the product [CH3:40][C:31]1[C:32](=[O:33])[C@@H:34]([OH:39])[CH2:35][C:36]([CH3:37])([CH3:38])[C:30]=1/[CH:29]=[CH:28]/[C:27](/[CH3:41])=[CH:26]/[CH:25]=[CH:24]/[C:23](/[CH3:42])=[CH:22]/[CH:21]=[CH:20]/[CH:19]=[C:18](\[CH3:43])/[CH:17]=[CH:16]/[CH:15]=[C:14](\[CH3:44])/[CH:13]=[CH:12]/[C:3]1[C:4]([CH3:11])([CH3:10])[CH2:5][C@H:6]([OH:9])[C:7](=[O:8])[C:2]=1[CH3:1].[CH2:111]([OH:112])[C@H:81]1[O:82][C@@H:83]2[O:88][C@H:89]3[C@H:94]([OH:95])[C@@H:93]([OH:96])[C@@H:92]([O:97][C@H:98]4[C@H:104]([OH:105])[C@@H:103]([OH:106])[C@@H:101]([O:102][C@H:47]5[C@H:48]([OH:120])[C@@H:49]([OH:119])[C@@H:50]([O:52][C@H:53]6[C@H:58]([OH:59])[C@@H:57]([OH:60])[C@@H:56]([O:61][C@H:62]7[C@H:67]([OH:68])[C@@H:66]([OH:69])[C@@H:65]([O:70][C@H:71]8[C@H:76]([OH:77])[C@@H:75]([OH:78])[C@@H:74]([O:79][C@H:80]1[C@H:85]([OH:86])[C@H:84]2[OH:87])[O:73][C@@H:72]8[CH2:113][OH:114])[O:64][C@@H:63]7[CH2:115][OH:116])[O:55][C@@H:54]6[CH2:117][OH:118])[O:51][C@@H:46]5[CH2:45][OH:121])[O:100][C@@H:99]4[CH2:107][OH:108])[O:91][C@@H:90]3[CH2:109][OH:110].[NH2:122][CH2:123][C:124]([OH:126])=[O:125].[CH3:40][C:31]1[C:32](=[O:33])[C@@H:34]([OH:39])[CH2:35][C:36]([CH3:37])([CH3:38])[C:30]=1/[CH:29]=[CH:28]/[C:27](/[CH3:41])=[CH:26]/[CH:25]=[CH:24]/[C:23](/[CH3:42])=[CH:22]/[CH:21]=[CH:20]/[CH:19]=[C:18](\[CH3:43])/[CH:17]=[CH:16]/[CH:15]=[C:14](\[CH3:44])/[CH:13]=[CH:12]/[C:3]1[C:4]([CH3:11])([CH3:10])[CH2:5][C@H:6]([OH:9])[C:7](=[O:8])[C:2]=1[CH3:1], predict the reactants needed to synthesize it. The reactants are: [CH3:1][C:2]1[C:7](=[O:8])[C@@H:6]([OH:9])[CH2:5][C:4]([CH3:11])([CH3:10])[C:3]=1/[CH:12]=[CH:13]/[C:14](/[CH3:44])=[CH:15]/[CH:16]=[CH:17]/[C:18](/[CH3:43])=[CH:19]/[CH:20]=[CH:21]/[CH:22]=[C:23](\[CH3:42])/[CH:24]=[CH:25]/[CH:26]=[C:27](\[CH3:41])/[CH:28]=[CH:29]/[C:30]1[C:36]([CH3:38])([CH3:37])[CH2:35][C@H:34]([OH:39])[C:32](=[O:33])[C:31]=1[CH3:40].[CH2:45]([OH:121])[C@H:46]1[O:51][C@@H:50]2[O:52][C@H:53]3[C@H:58]([OH:59])[C@@H:57]([OH:60])[C@@H:56]([O:61][C@H:62]4[C@H:67]([OH:68])[C@@H:66]([OH:69])[C@@H:65]([O:70][C@H:71]5[C@H:76]([OH:77])[C@@H:75]([OH:78])[C@@H:74]([O:79][C@H:80]6[C@H:85]([OH:86])[C@@H:84]([OH:87])[C@@H:83]([O:88][C@H:89]7[C@H:94]([OH:95])[C@@H:93]([OH:96])[C@@H:92]([O:97][C@H:98]8[C@H:104]([OH:105])[C@@H:103]([OH:106])[C@@H:101]([O:102][C@H:47]1[C@H:48]([OH:120])[C@H:49]2[OH:119])[O:100][C@@H:99]8[CH2:107][OH:108])[O:91][C@@H:90]7[CH2:109][OH:110])[O:82][C@@H:81]6[CH2:111][OH:112])[O:73][C@@H:72]5[CH2:113][OH:114])[O:64][C@@H:63]4[CH2:115][OH:116])[O:55][C@@H:54]3[CH2:117][OH:118].[NH2:122][CH2:123][C:124]([OH:126])=[O:125]. (2) Given the product [N:37]1([C:36]2[CH:35]=[CH:34][NH:33][C:32]=2[C:30]([O:29][CH2:27][CH3:28])=[O:31])[CH:3]=[CH:7][CH:6]=[CH:5]1, predict the reactants needed to synthesize it. The reactants are: CO[CH:3]1[CH2:7][CH2:6][CH:5](OC)O1.CC1C=CC(S([O-])(=O)=O)=CC=1.C1C=C[NH+]=CC=1.[CH2:27]([O:29][C:30]([C:32]1[NH:33][CH:34]=[CH:35][C:36]=1[NH2:37])=[O:31])[CH3:28]. (3) Given the product [ClH:1].[Cl:1][C:2]1[CH:7]=[CH:6][CH:5]=[CH:4][C:3]=1[CH:8]1[CH2:9][CH2:10][NH:11][CH2:12][CH2:13]1, predict the reactants needed to synthesize it. The reactants are: [Cl:1][C:2]1[CH:7]=[CH:6][CH:5]=[CH:4][C:3]=1[CH:8]1[CH2:13][CH2:12][N:11](C(=O)C)[CH2:10][CH2:9]1. (4) Given the product [CH:1]1([NH:7][C:41](=[O:42])[C:40]2[CH:44]=[C:36]([CH2:35][C:29]3[C:30](=[O:34])[C:31]([O:32][CH3:33])=[C:26]([O:25][CH3:24])[C:27](=[O:50])[C:28]=3[CH3:49])[CH:37]=[CH:38][C:39]=2[O:45][C:46](=[O:48])[CH3:47])[CH2:6][CH2:5][CH2:4][CH2:3][CH2:2]1, predict the reactants needed to synthesize it. The reactants are: [CH:1]1([NH2:7])[CH2:6][CH2:5][CH2:4][CH2:3][CH2:2]1.C(N(CC)CC)C.[Cl-].ClC1N(C)CC[NH+]1C.[CH3:24][O:25][C:26]1[C:27](=[O:50])[C:28]([CH3:49])=[C:29]([CH2:35][C:36]2[CH:37]=[CH:38][C:39]([O:45][C:46](=[O:48])[CH3:47])=[C:40]([CH:44]=2)[C:41](O)=[O:42])[C:30](=[O:34])[C:31]=1[O:32][CH3:33]. (5) Given the product [F:11][C:8]1[CH:7]=[CH:6][C:5]([CH:3]([OH:4])[CH:2]([NH:1][C:37]([C:26]2[CH:27]=[CH:28][CH:29]=[C:30]3[CH2:36][CH2:35][CH2:34][CH:33]=[CH:32][C:31]=23)=[O:38])[CH2:12][C:13]2[CH:18]=[CH:17][CH:16]=[C:15]([S:19]([C:22]([F:24])([F:25])[F:23])(=[O:21])=[O:20])[CH:14]=2)=[CH:10][CH:9]=1, predict the reactants needed to synthesize it. The reactants are: [NH2:1][CH:2]([CH2:12][C:13]1[CH:18]=[CH:17][CH:16]=[C:15]([S:19]([C:22]([F:25])([F:24])[F:23])(=[O:21])=[O:20])[CH:14]=1)[CH:3]([C:5]1[CH:10]=[CH:9][C:8]([F:11])=[CH:7][CH:6]=1)[OH:4].[C:26]1([C:37](O)=[O:38])[CH:27]=[CH:28][CH:29]=[C:30]2[CH2:36][CH2:35][CH2:34][CH:33]=[CH:32][C:31]=12.Cl.C(N=C=NCCCN(C)C)C. (6) Given the product [CH3:23][O:24][C:25]1[CH:30]=[C:29]([C:2]2[C:3]3[CH2:16][CH2:15][N:14]([C:17]4[CH:22]=[CH:21][N:20]=[CH:19][CH:18]=4)[C:4]=3[N:5]=[C:6]([N:8]3[CH2:13][CH2:12][O:11][CH2:10][CH2:9]3)[N:7]=2)[CH:28]=[N:27][CH:26]=1, predict the reactants needed to synthesize it. The reactants are: Cl[C:2]1[C:3]2[CH2:16][CH2:15][N:14]([C:17]3[CH:22]=[CH:21][N:20]=[CH:19][CH:18]=3)[C:4]=2[N:5]=[C:6]([N:8]2[CH2:13][CH2:12][O:11][CH2:10][CH2:9]2)[N:7]=1.[CH3:23][O:24][C:25]1[CH:26]=[N:27][CH:28]=[C:29](B2OC(C)(C)C(C)(C)O2)[CH:30]=1.B(O)O. (7) Given the product [CH:9]1[C:8]2[CH:16]=[CH:15][CH:14]=[C:12]([OH:13])[C:10](=[O:11])[C:7]=2[C:5]([OH:6])=[C:3]([OH:4])[C:1]=1[OH:2], predict the reactants needed to synthesize it. The reactants are: [C:1]1([CH:9]=[CH:8][CH:7]=[C:5]([OH:6])[C:3]=1[OH:4])[OH:2].[C:10]1([C:12](=[CH:14][CH:15]=[CH:16]C=1)[OH:13])[OH:11].OO. (8) Given the product [CH:43]1([NH:46][C:24]([C@@H:9]2[CH2:10][C:11](=[N:13][O:14][CH2:15][C:16]3[CH:21]=[CH:20][C:19]([Cl:22])=[C:18]([Cl:23])[CH:17]=3)[CH2:12][N:8]2[C:6](=[O:7])[CH:33]([C:27]2[CH:28]=[CH:29][CH:30]=[CH:31][CH:32]=2)[C:37]2[CH:38]=[CH:39][CH:40]=[CH:41][CH:42]=2)=[O:26])[CH2:45][CH2:44]1, predict the reactants needed to synthesize it. The reactants are: C(O[C:6]([N:8]1[CH2:12][C:11](=[N:13][O:14][CH2:15][C:16]2[CH:21]=[CH:20][C:19]([Cl:22])=[C:18]([Cl:23])[CH:17]=2)[CH2:10][C@H:9]1[C:24]([OH:26])=O)=[O:7])(C)(C)C.[C:27]1([CH:33]([C:37]2[CH:42]=[CH:41][CH:40]=[CH:39][CH:38]=2)C(Cl)=O)[CH:32]=[CH:31][CH:30]=[CH:29][CH:28]=1.[CH:43]1([NH2:46])[CH2:45][CH2:44]1. (9) Given the product [CH2:77]([N:43]([CH2:39][CH2:40][CH2:41][CH3:42])[C:44]([C:46]1[N:47]=[C:48]([C:55]2[CH:64]=[CH:63][C:58]([C:59]([OH:61])=[O:60])=[CH:57][C:56]=2[C:65]([N:67]2[CH2:76][CH2:75][C:74]3[C:69](=[CH:70][CH:71]=[CH:72][CH:73]=3)[CH2:68]2)=[O:66])[N:49]([CH2:51][CH2:52][CH2:53][OH:54])[CH:50]=1)=[O:45])[CH2:78][CH2:79][CH3:80], predict the reactants needed to synthesize it. The reactants are: C(N(CCCC)C(C1N=C(C2C=CC(C(O)=O)=CC=2C(N2CCC3C(=CC=CC=3)C2)=O)N(C)C=1)=O)CCC.[CH2:39]([N:43]([CH2:77][CH2:78][CH2:79][CH3:80])[C:44]([C:46]1[N:47]=[C:48]([C:55]2[CH:64]=[CH:63][C:58]([C:59]([O:61]C)=[O:60])=[CH:57][C:56]=2[C:65]([N:67]2[CH2:76][CH2:75][C:74]3[C:69](=[CH:70][CH:71]=[CH:72][CH:73]=3)[CH2:68]2)=[O:66])[N:49]([CH2:51][CH2:52][CH2:53][OH:54])[CH:50]=1)=[O:45])[CH2:40][CH2:41][CH3:42]. (10) Given the product [OH:32][NH:31][C:3]([C:5]1[S:9][C:8]([N:10]2[CH2:11][CH2:12][N:13]([S:16]([C:19]3[CH:24]=[CH:23][C:22]([O:25][C:26]([F:29])([F:28])[F:27])=[CH:21][CH:20]=3)(=[O:17])=[O:18])[CH2:14][CH2:15]2)=[N:7][CH:6]=1)=[O:4], predict the reactants needed to synthesize it. The reactants are: CO[C:3]([C:5]1[S:9][C:8]([N:10]2[CH2:15][CH2:14][N:13]([S:16]([C:19]3[CH:24]=[CH:23][C:22]([O:25][C:26]([F:29])([F:28])[F:27])=[CH:21][CH:20]=3)(=[O:18])=[O:17])[CH2:12][CH2:11]2)=[N:7][CH:6]=1)=[O:4].Cl.[NH2:31][OH:32].C[O-].[Na+].CO.Cl.